From a dataset of Reaction yield outcomes from USPTO patents with 853,638 reactions. Predict the reaction yield, written as a fraction of the theoretical maximum amount of product (1.0 means a 100% yield; for example, 0.34 means a 34% yield). (1) The reactants are CC1(C)C(C)(C)OB([C:9]2[CH:10]=[C:11]([CH:16]=[C:17]([NH:19][C:20]3[N:25]=[C:24]([C:26]([F:29])([F:28])[F:27])[CH:23]=[CH:22][N:21]=3)[CH:18]=2)[C:12]([O:14][CH3:15])=[O:13])O1.C1(P(C2CCCCC2)C2C=CC=CC=2C2C(C(C)C)=CC(C(C)C)=CC=2C(C)C)CCCCC1.C(=O)([O-])[O-].[Cs+].[Cs+].Br[C:72]1[S:76][CH:75]=[N:74][CH:73]=1. The catalyst is C1C=CC(/C=C/C(/C=C/C2C=CC=CC=2)=O)=CC=1.C1C=CC(/C=C/C(/C=C/C2C=CC=CC=2)=O)=CC=1.C1C=CC(/C=C/C(/C=C/C2C=CC=CC=2)=O)=CC=1.[Pd].[Pd].O.O1CCOCC1. The product is [S:76]1[C:72]([C:9]2[CH:10]=[C:11]([CH:16]=[C:17]([NH:19][C:20]3[N:25]=[C:24]([C:26]([F:29])([F:27])[F:28])[CH:23]=[CH:22][N:21]=3)[CH:18]=2)[C:12]([O:14][CH3:15])=[O:13])=[CH:73][N:74]=[CH:75]1. The yield is 0.720. (2) The yield is 0.940. The catalyst is ClCCl. The reactants are [CH2:1]([S:8][C:9]1[C:10]([CH2:17][OH:18])=[CH:11][S:12][C:13]=1[N+:14]([O-:16])=[O:15])[C:2]1[CH:7]=[CH:6][CH:5]=[CH:4][CH:3]=1.C(N(C(C)C)CC)(C)C.[CH3:28][O:29][CH2:30]Cl. The product is [CH2:1]([S:8][C:9]1[C:10]([CH2:17][O:18][CH2:28][O:29][CH3:30])=[CH:11][S:12][C:13]=1[N+:14]([O-:16])=[O:15])[C:2]1[CH:7]=[CH:6][CH:5]=[CH:4][CH:3]=1. (3) The reactants are C(OC(N(C(OC(C)(C)C)=O)C1C2C(=CC(NC(C3C=CC(CC(O)CC)=CC=3)C([NH:23][CH2:24][C:25]3[CH:30]=[CH:29][CH:28]=[C:27]([N+:31]([O-:33])=[O:32])[CH:26]=3)=O)=CC=2)C=CN=1)=O)(C)(C)C.[C:52]([O:56][C:57]([N:59]([C:92]([O:94][C:95]([CH3:98])([CH3:97])[CH3:96])=[O:93])[C:60]1[C:69]2[C:64](=[CH:65][C:66]([NH:70][CH:71]([C:75]3[CH:80]=[CH:79][C:78]([CH2:81][CH:82]([O:84][Si:85]([C:88]([CH3:91])([CH3:90])[CH3:89])([CH3:87])[CH3:86])[CH3:83])=[CH:77][CH:76]=3)[C:72]([OH:74])=O)=[CH:67][CH:68]=2)[CH:63]=[CH:62][N:61]=1)=[O:58])([CH3:55])([CH3:54])[CH3:53]. No catalyst specified. The product is [C:52]([O:56][C:57]([N:59]([C:92]([O:94][C:95]([CH3:97])([CH3:96])[CH3:98])=[O:93])[C:60]1[C:69]2[C:68](=[CH:67][C:66]([NH:70][CH:71]([C:75]3[CH:76]=[CH:77][C:78]([CH2:81][CH:82]([O:84][Si:85]([C:88]([CH3:89])([CH3:91])[CH3:90])([CH3:87])[CH3:86])[CH3:83])=[CH:79][CH:80]=3)[C:72]([NH:23][CH2:24][C:25]3[CH:30]=[CH:29][CH:28]=[C:27]([N+:31]([O-:33])=[O:32])[CH:26]=3)=[O:74])=[CH:65][CH:64]=2)[CH:63]=[CH:62][N:61]=1)=[O:58])([CH3:53])([CH3:55])[CH3:54]. The yield is 0.960.